This data is from Catalyst prediction with 721,799 reactions and 888 catalyst types from USPTO. The task is: Predict which catalyst facilitates the given reaction. (1) Reactant: [N+:1]([C:4]1[CH:5]=[C:6]([S:10](Cl)(=[O:12])=[O:11])[CH:7]=[CH:8][CH:9]=1)([O-:3])=[O:2].[CH3:14][N:15]1[CH2:20][CH2:19][NH:18][CH2:17][CH2:16]1.C(N(CC)CC)C. Product: [CH3:14][N:15]1[CH2:20][CH2:19][N:18]([S:10]([C:6]2[CH:7]=[CH:8][CH:9]=[C:4]([N+:1]([O-:3])=[O:2])[CH:5]=2)(=[O:12])=[O:11])[CH2:17][CH2:16]1. The catalyst class is: 4. (2) Product: [N:17]1[CH:16]=[CH:15][C:14]([CH2:13][O:12][C:9]2[CH:10]=[CH:11][C:6]([CH2:5][CH2:4][C:3]([OH:20])=[O:2])=[CH:7][CH:8]=2)=[CH:19][CH:18]=1. The catalyst class is: 36. Reactant: C[O:2][C:3](=[O:20])[CH2:4][CH2:5][C:6]1[CH:11]=[CH:10][C:9]([O:12][CH2:13][C:14]2[CH:19]=[CH:18][N:17]=[CH:16][CH:15]=2)=[CH:8][CH:7]=1.[Li+].[OH-].